Task: Regression. Given a peptide amino acid sequence and an MHC pseudo amino acid sequence, predict their binding affinity value. This is MHC class II binding data.. Dataset: Peptide-MHC class II binding affinity with 134,281 pairs from IEDB (1) The peptide sequence is AFKVAATAANPAPAN. The MHC is DRB1_0802 with pseudo-sequence DRB1_0802. The binding affinity (normalized) is 0.721. (2) The peptide sequence is AFKVAATAANWAPAN. The MHC is DRB1_0802 with pseudo-sequence DRB1_0802. The binding affinity (normalized) is 0.710. (3) The peptide sequence is GKARTAWVDSGAQLG. The MHC is DRB3_0202 with pseudo-sequence DRB3_0202. The binding affinity (normalized) is 0.191. (4) The peptide sequence is AGYLVGRKPLAFFSW. The MHC is DRB3_0101 with pseudo-sequence DRB3_0101. The binding affinity (normalized) is 0.214. (5) The binding affinity (normalized) is 0.587. The MHC is HLA-DQA10401-DQB10402 with pseudo-sequence HLA-DQA10401-DQB10402. The peptide sequence is IDVWLGGLAENFLPY. (6) The binding affinity (normalized) is 0.363. The MHC is DRB1_0401 with pseudo-sequence DRB1_0401. The peptide sequence is ESYKFIPALEAAV. (7) The peptide sequence is NFGKRELKCGDGIFI. The MHC is DRB1_1301 with pseudo-sequence DRB1_1301. The binding affinity (normalized) is 0.286. (8) The peptide sequence is LVNSSQPWEPLQLHV. The MHC is DRB5_0101 with pseudo-sequence DRB5_0101. The binding affinity (normalized) is 0.148.